Dataset: Reaction yield outcomes from USPTO patents with 853,638 reactions. Task: Predict the reaction yield, written as a fraction of the theoretical maximum amount of product (1.0 means a 100% yield; for example, 0.34 means a 34% yield). (1) The reactants are Br[C:2]1[CH:3]=[C:4]([S:8]([NH:11][C:12]2[CH:21]=[CH:20][C:15]([C:16]([O:18][CH3:19])=[O:17])=[C:14]([OH:22])[CH:13]=2)(=[O:10])=[O:9])[S:5][C:6]=1[Cl:7].[F:23][C:24]1[CH:25]=[C:26](B(O)O)[CH:27]=[CH:28][C:29]=1[O:30][CH3:31]. No catalyst specified. The product is [Cl:7][C:6]1[S:5][C:4]([S:8]([NH:11][C:12]2[CH:21]=[CH:20][C:15]([C:16]([O:18][CH3:19])=[O:17])=[C:14]([OH:22])[CH:13]=2)(=[O:10])=[O:9])=[CH:3][C:2]=1[C:26]1[CH:27]=[CH:28][C:29]([O:30][CH3:31])=[C:24]([F:23])[CH:25]=1. The yield is 0.380. (2) The yield is 0.640. The catalyst is C(Cl)Cl.CCOC(C)=O.C([O-])(O)=O.[Na+]. The product is [CH2:1]([C@H:3]1[C@@H:7]([C:8]2[N:12]3[C:13]4[CH:19]=[CH:18][N:17]([S:20]([C:23]5[CH:24]=[CH:25][C:26]([CH3:27])=[CH:28][CH:29]=5)(=[O:22])=[O:21])[C:14]=4[N:15]=[CH:16][C:11]3=[N:10][N:9]=2)[CH2:6][C@@H:5]([NH:30][S:44]([C:41]([CH3:43])([CH3:42])[CH3:40])(=[O:45])=[O:55])[CH2:4]1)[CH3:2]. The reactants are [CH2:1]([C@H:3]1[C@@H:7]([C:8]2[N:12]3[C:13]4[CH:19]=[CH:18][N:17]([S:20]([C:23]5[CH:29]=[CH:28][C:26]([CH3:27])=[CH:25][CH:24]=5)(=[O:22])=[O:21])[C:14]=4[N:15]=[CH:16][C:11]3=[N:10][N:9]=2)[CH2:6][C@@H:5]([NH2:30])[CH2:4]1)[CH3:2].CCN(C(C)C)C(C)C.[CH3:40][C:41]([S:44](Cl)=[O:45])([CH3:43])[CH3:42].ClC1C=CC=C(C(OO)=[O:55])C=1. (3) The reactants are [Cl:1][C:2]1[CH:3]=[C:4](B(O)O)[CH:5]=[CH:6][CH:7]=1.[Cl:11][C:12]1[CH:17]=[C:16](Cl)[N:15]=[C:14]([NH2:19])[N:13]=1. No catalyst specified. The product is [Cl:11][C:12]1[CH:17]=[C:16]([C:4]2[CH:5]=[CH:6][CH:7]=[C:2]([Cl:1])[CH:3]=2)[N:15]=[C:14]([NH2:19])[N:13]=1. The yield is 0.600.